The task is: Predict the reaction yield, written as a fraction of the theoretical maximum amount of product (1.0 means a 100% yield; for example, 0.34 means a 34% yield).. This data is from Reaction yield outcomes from USPTO patents with 853,638 reactions. (1) The reactants are [C:1]([NH:4][C:5]1[CH:13]=[CH:12][CH:11]=[C:10]2[C:6]=1[C:7](=[O:34])[N:8]([CH:15]([C:20]1[CH:25]=[CH:24][C:23]([O:26][CH:27]([F:29])[F:28])=[C:22]([O:30][CH:31]([F:33])[F:32])[CH:21]=1)[CH2:16][C:17](O)=[O:18])[C:9]2=[O:14])(=[O:3])[CH3:2].[C:35](N1C=CN=C1)([N:37]1C=CN=[CH:38]1)=O.CNC.O. The catalyst is O1CCCC1. The product is [C:1]([NH:4][C:5]1[CH:13]=[CH:12][CH:11]=[C:10]2[C:6]=1[C:7](=[O:34])[N:8]([CH:15]([C:20]1[CH:25]=[CH:24][C:23]([O:26][CH:27]([F:29])[F:28])=[C:22]([O:30][CH:31]([F:32])[F:33])[CH:21]=1)[CH2:16][C:17]([N:37]([CH3:38])[CH3:35])=[O:18])[C:9]2=[O:14])(=[O:3])[CH3:2]. The yield is 0.550. (2) The reactants are Cl.[NH2:2][OH:3].C(N(CC)CC)C.[F:11][C:12]1[CH:17]=[CH:16][CH:15]=[C:14]([F:18])[C:13]=1[N:19]1[C:24]2[N:25]=[C:26]([NH:37][CH2:38][CH2:39][C:40]#[N:41])[N:27]=[C:28]([C:29]3[CH:34]=[CH:33][C:32]([F:35])=[CH:31][C:30]=3[CH3:36])[C:23]=2[CH:22]=[CH:21][C:20]1=[O:42]. The catalyst is CS(C)=O. The product is [F:11][C:12]1[CH:17]=[CH:16][CH:15]=[C:14]([F:18])[C:13]=1[N:19]1[C:24]2[N:25]=[C:26]([NH:37][CH2:38][CH2:39][C:40]([NH:2][OH:3])=[NH:41])[N:27]=[C:28]([C:29]3[CH:34]=[CH:33][C:32]([F:35])=[CH:31][C:30]=3[CH3:36])[C:23]=2[CH:22]=[CH:21][C:20]1=[O:42]. The yield is 0.450. (3) The reactants are [F:1][C:2]1[CH:3]=[C:4]2[C:8](=[CH:9][CH:10]=1)[NH:7][C:6](=[O:11])[C:5]2=[C:12]1[C:20]2[C:15](=[N:16][C:17]([CH:21]=[CH2:22])=[CH:18][CH:19]=2)[CH2:14][O:13]1.[CH3:23][N:24]1[CH2:29][CH2:28][NH:27][CH2:26][CH2:25]1. The catalyst is C(N(CC)CC)C. The product is [F:1][C:2]1[CH:3]=[C:4]2[C:8](=[CH:9][CH:10]=1)[NH:7][C:6](=[O:11])[C:5]2=[C:12]1[C:20]2[C:15](=[N:16][C:17]([CH2:21][CH2:22][N:27]3[CH2:28][CH2:29][N:24]([CH3:23])[CH2:25][CH2:26]3)=[CH:18][CH:19]=2)[CH2:14][O:13]1. The yield is 1.00. (4) The reactants are [F:1][C:2]1[C:3](Cl)=[N:4][C:5]([Cl:8])=[N:6][CH:7]=1.[CH2:10]([O:12]C([Sn](C)(C)C)=C)[CH3:11].Cl. The catalyst is CN(C)C=O.O.[Cl-].[Na+].O.Cl[Pd](Cl)([P](C1C=CC=CC=1)(C1C=CC=CC=1)C1C=CC=CC=1)[P](C1C=CC=CC=1)(C1C=CC=CC=1)C1C=CC=CC=1. The product is [Cl:8][C:5]1[N:4]=[C:3]([C:10](=[O:12])[CH3:11])[C:2]([F:1])=[CH:7][N:6]=1. The yield is 0.920. (5) The reactants are [CH3:1][S:2]([C:5]1[CH:6]=[C:7]([C:11]2[CH:16]=[CH:15][C:14]([C:17]3[N:21]([CH2:22][C:23]([O:25][CH2:26][CH3:27])=[O:24])[N:20]=[C:19](OS(C(F)(F)F)(=O)=O)[CH:18]=3)=[CH:13][CH:12]=2)[CH:8]=[CH:9][CH:10]=1)(=[O:4])=[O:3].[CH3:36][C:37]1(C)[C:41](C)(C)OB(C(C)=C)O1.C([O-])([O-])=O.[Na+].[Na+]. The catalyst is O1CCOCC1.O.C1C=CC([P]([Pd]([P](C2C=CC=CC=2)(C2C=CC=CC=2)C2C=CC=CC=2)([P](C2C=CC=CC=2)(C2C=CC=CC=2)C2C=CC=CC=2)[P](C2C=CC=CC=2)(C2C=CC=CC=2)C2C=CC=CC=2)(C2C=CC=CC=2)C2C=CC=CC=2)=CC=1. The product is [CH3:1][S:2]([C:5]1[CH:6]=[C:7]([C:11]2[CH:12]=[CH:13][C:14]([C:17]3[N:21]([CH2:22][C:23]([O:25][CH2:26][CH3:27])=[O:24])[N:20]=[C:19]([C:37]([CH3:41])=[CH2:36])[CH:18]=3)=[CH:15][CH:16]=2)[CH:8]=[CH:9][CH:10]=1)(=[O:4])=[O:3]. The yield is 0.130. (6) The reactants are [F:1][C:2]1[CH:7]=[C:6]([CH3:8])[CH:5]=[CH:4][C:3]=1[C:9]1[C:14]([CH:15]([CH2:20][CH2:21][CH3:22])[C:16]([O:18]C)=[O:17])=[C:13]([CH3:23])[N:12]=[C:11]([C:24]2[CH:29]=[CH:28][CH:27]=[CH:26][CH:25]=2)[N:10]=1.[OH-].[Na+]. The catalyst is CO. The product is [F:1][C:2]1[CH:7]=[C:6]([CH3:8])[CH:5]=[CH:4][C:3]=1[C:9]1[C:14]([CH:15]([CH2:20][CH2:21][CH3:22])[C:16]([OH:18])=[O:17])=[C:13]([CH3:23])[N:12]=[C:11]([C:24]2[CH:25]=[CH:26][CH:27]=[CH:28][CH:29]=2)[N:10]=1. The yield is 0.860.